This data is from Forward reaction prediction with 1.9M reactions from USPTO patents (1976-2016). The task is: Predict the product of the given reaction. (1) Given the reactants [C:1]([C:5]1[N:10]=[C:9]([N:11]2[CH2:16][CH2:15][N:14]([CH2:17][CH2:18][CH2:19]Cl)[CH2:13][CH2:12]2)[CH:8]=[C:7]([CH:21]2[CH2:24][CH2:23][CH2:22]2)[N:6]=1)([CH3:4])([CH3:3])[CH3:2].[N:25]1[C:30]([OH:31])=[CH:29][C:28]([OH:32])=[N:27][CH:26]=1.C(N(CC)CC)C, predict the reaction product. The product is: [C:1]([C:5]1[N:10]=[C:9]([N:11]2[CH2:16][CH2:15][N:14]([CH2:17][CH2:18][CH2:19][O:32][C:28]3[N:27]=[CH:26][N:25]=[C:30]([OH:31])[CH:29]=3)[CH2:13][CH2:12]2)[CH:8]=[C:7]([CH:21]2[CH2:24][CH2:23][CH2:22]2)[N:6]=1)([CH3:4])([CH3:3])[CH3:2]. (2) Given the reactants C(OC([N:8]1[CH2:13][CH2:12][CH:11]([N:14]2[C:23]3[C:18](=[CH:19][C:20]([Cl:24])=[CH:21][CH:22]=3)[CH2:17][NH:16][C:15]2=[O:25])[CH2:10][CH2:9]1)=O)(C)(C)C.C(O)(C(F)(F)F)=O.C(Cl)Cl, predict the reaction product. The product is: [Cl:24][C:20]1[CH:19]=[C:18]2[C:23](=[CH:22][CH:21]=1)[N:14]([CH:11]1[CH2:10][CH2:9][NH:8][CH2:13][CH2:12]1)[C:15](=[O:25])[NH:16][CH2:17]2. (3) Given the reactants [Br:1][C:2]1[C:3](Cl)=[N:4][C:5]([Cl:8])=[N:6][CH:7]=1.[CH3:10][O:11][C:12]1[CH:18]=[CH:17][CH:16]=[CH:15][C:13]=1[NH2:14].C(N(C(C)C)CC)(C)C.O, predict the reaction product. The product is: [Br:1][C:2]1[C:3]([NH:14][C:13]2[CH:15]=[CH:16][CH:17]=[CH:18][C:12]=2[O:11][CH3:10])=[N:4][C:5]([Cl:8])=[N:6][CH:7]=1. (4) The product is: [Br:10][C:11]1[CH:12]=[N:13][CH:14]=[C:15]([C:2]#[C:1][C:3]2[CH:8]=[CH:7][CH:6]=[C:5]([F:9])[CH:4]=2)[CH:16]=1. Given the reactants [C:1]([C:3]1[CH:8]=[CH:7][CH:6]=[C:5]([F:9])[CH:4]=1)#[CH:2].[Br:10][C:11]1[CH:12]=[N:13][CH:14]=[C:15](Br)[CH:16]=1, predict the reaction product. (5) Given the reactants Cl[C:2]1[CH:7]=[C:6]([NH:8][C@@H:9]2[CH2:14][CH2:13][C@H:12]([C:15]([NH:17][CH:18]([CH3:20])[CH3:19])=[O:16])[CH2:11][CH2:10]2)[C:5]([N+:21]([O-])=O)=[CH:4][N:3]=1.Cl.C([O-])=O.[NH4+], predict the reaction product. The product is: [NH2:21][C:5]1[CH:4]=[N:3][CH:2]=[CH:7][C:6]=1[NH:8][CH:9]1[CH2:10][CH2:11][CH:12]([C:15]([NH:17][CH:18]([CH3:20])[CH3:19])=[O:16])[CH2:13][CH2:14]1.